This data is from Cav3 T-type calcium channel HTS with 100,875 compounds. The task is: Binary Classification. Given a drug SMILES string, predict its activity (active/inactive) in a high-throughput screening assay against a specified biological target. (1) The drug is S1C2(NN=C1c1ccccc1)c1c(NC2=O)ccc(c1)C(C)C. The result is 0 (inactive). (2) The molecule is N1(CCN(CC1)c1nc(nc(n1)n1ccnc1)c1ccccc1)Cc1ccccc1. The result is 0 (inactive). (3) The compound is S(c1n(c(nn1)C1CC1)Cc1ccccc1)CC(=O)Nc1noc(c1)C. The result is 0 (inactive).